Dataset: Catalyst prediction with 721,799 reactions and 888 catalyst types from USPTO. Task: Predict which catalyst facilitates the given reaction. (1) Reactant: [F:1][C:2]([F:11])([F:10])[C:3]1[CH:9]=[CH:8][C:6]([NH2:7])=[CH:5][CH:4]=1.C(N(CC)CC)C.[Cl-].ClC1N(C)CC[NH+]1C.[CH3:28][O:29][C:30]1[C:31](=[O:54])[C:32]([CH3:53])=[C:33]([CH2:39][C:40]2[CH:41]=[CH:42][C:43]([O:49][C:50](=[O:52])[CH3:51])=[C:44]([CH:48]=2)[C:45](O)=[O:46])[C:34](=[O:38])[C:35]=1[O:36][CH3:37]. Product: [CH3:28][O:29][C:30]1[C:31](=[O:54])[C:32]([CH3:53])=[C:33]([CH2:39][C:40]2[CH:41]=[CH:42][C:43]([O:49][C:50](=[O:52])[CH3:51])=[C:44]([CH:48]=2)[C:45]([NH:7][C:6]2[CH:8]=[CH:9][C:3]([C:2]([F:10])([F:11])[F:1])=[CH:4][CH:5]=2)=[O:46])[C:34](=[O:38])[C:35]=1[O:36][CH3:37]. The catalyst class is: 2. (2) Reactant: [OH:1][C:2]1[C:24]2[C:19](=[CH:20][CH:21]=[CH:22][CH:23]=2)[C:5]2[O:6][CH:7]=[C:8]([C:9]([C:11]3[CH:16]=[CH:15][C:14]([O:17][CH3:18])=[CH:13][CH:12]=3)=[O:10])[C:4]=2[CH:3]=1.[N+]([O-])(O)=[O:26].O.C(Cl)Cl.CO. Product: [CH3:18][O:17][C:14]1[CH:15]=[CH:16][C:11]([C:9]([C:8]2[C:4]3[C:3](=[O:26])[C:2](=[O:1])[C:24]4[C:19](=[CH:20][CH:21]=[CH:22][CH:23]=4)[C:5]=3[O:6][CH:7]=2)=[O:10])=[CH:12][CH:13]=1. The catalyst class is: 15.